This data is from Reaction yield outcomes from USPTO patents with 853,638 reactions. The task is: Predict the reaction yield, written as a fraction of the theoretical maximum amount of product (1.0 means a 100% yield; for example, 0.34 means a 34% yield). (1) The reactants are [Cl-].O[NH3+:3].[C:4](=[O:7])([O-])[OH:5].[Na+].CS(C)=O.[CH2:13]([C:17]1[N:18]([CH2:34][C:35]2[CH:40]=[CH:39][C:38]([C:41]3[C:42]([C:47]#[N:48])=[CH:43][CH:44]=[CH:45][CH:46]=3)=[CH:37][C:36]=2[F:49])[C:19](=[O:33])[C:20]([C:24]2[CH:25]=[CH:26][C:27]3[O:31][CH2:30][CH2:29][C:28]=3[CH:32]=2)=[C:21]([CH3:23])[N:22]=1)[CH2:14][CH2:15][CH3:16]. The catalyst is O. The product is [CH2:13]([C:17]1[N:18]([CH2:34][C:35]2[CH:40]=[CH:39][C:38]([C:41]3[CH:46]=[CH:45][CH:44]=[CH:43][C:42]=3[C:47]3[NH:3][C:4](=[O:7])[O:5][N:48]=3)=[CH:37][C:36]=2[F:49])[C:19](=[O:33])[C:20]([C:24]2[CH:25]=[CH:26][C:27]3[O:31][CH2:30][CH2:29][C:28]=3[CH:32]=2)=[C:21]([CH3:23])[N:22]=1)[CH2:14][CH2:15][CH3:16]. The yield is 0.840. (2) The reactants are [CH3:1][C:2]1[CH:7]=[CH:6][C:5]([C:8]2[CH:13]=[C:12]([N:14]3[C:18]([CH3:19])=[N:17][N:16]=[N:15]3)[CH:11]=[C:10]([C:20]([OH:22])=O)[CH:9]=2)=[CH:4][CH:3]=1.C1C=CC2N(O)N=NC=2C=1.[CH3:33][O:34][CH2:35][CH:36]([NH2:38])[CH3:37].CN1C(=O)CCC1.CCN=C=NCCCN(C)C. The catalyst is C(Cl)Cl.CN(C=O)C. The product is [CH3:33][O:34][CH2:35][CH:36]([NH:38][C:20]([C:10]1[CH:9]=[C:8]([C:5]2[CH:6]=[CH:7][C:2]([CH3:1])=[CH:3][CH:4]=2)[CH:13]=[C:12]([N:14]2[C:18]([CH3:19])=[N:17][N:16]=[N:15]2)[CH:11]=1)=[O:22])[CH3:37]. The yield is 0.900. (3) The reactants are [Cl:1][C:2]1[CH:18]=[CH:17][C:5]([NH:6][S:7]([C:10]2[CH:15]=[CH:14][C:13]([CH3:16])=[CH:12][CH:11]=2)(=[O:9])=[O:8])=[CH:4][CH:3]=1.[N+:19]([O-])([OH:21])=[O:20].O. The catalyst is C(O)(=O)C. The product is [Cl:1][C:2]1[CH:18]=[CH:17][C:5]([NH:6][S:7]([C:10]2[CH:15]=[CH:14][C:13]([CH3:16])=[CH:12][CH:11]=2)(=[O:9])=[O:8])=[C:4]([N+:19]([O-:21])=[O:20])[CH:3]=1. The yield is 0.990. (4) The reactants are CS(O[CH2:6][C@@H:7]1[CH2:11][S:10][C:9]([C:12]2[NH:13][C:14]3[C:19]([CH:20]=2)=[CH:18][C:17]([O:21][CH2:22][CH2:23][O:24][CH3:25])=[CH:16][C:15]=3[N:26]([CH3:36])[S:27]([C:30]2[CH:35]=[CH:34][CH:33]=[CH:32][N:31]=2)(=[O:29])=[O:28])=[N:8]1)(=O)=O.[NH:37]1[CH2:42][CH2:41][O:40][CH2:39][CH2:38]1.C(=O)([O-])[O-].[K+].[K+]. The catalyst is CN(C)C=O. The product is [CH3:25][O:24][CH2:23][CH2:22][O:21][C:17]1[CH:18]=[C:19]2[C:14](=[C:15]([N:26]([CH3:36])[S:27]([C:30]3[CH:35]=[CH:34][CH:33]=[CH:32][N:31]=3)(=[O:29])=[O:28])[CH:16]=1)[NH:13][C:12]([C:9]1[S:10][CH2:11][C@@H:7]([CH2:6][N:37]3[CH2:42][CH2:41][O:40][CH2:39][CH2:38]3)[N:8]=1)=[CH:20]2. The yield is 0.0200. (5) The reactants are [CH3:1][O:2][C:3]1[CH:4]=[C:5]2[C:10](=[CH:11][C:12]=1[O:13][CH3:14])[N:9]=[CH:8][CH:7]=[C:6]2[O:15][C:16]1[CH:26]=[CH:25][C:19]([O:20][CH2:21][C:22]([OH:24])=O)=[CH:18][CH:17]=1.CCN=C=NCCCN(C)C.Cl.C1C=CC2N(O)N=NC=2C=1.[CH3:49][O:50][C:51]1[CH:56]=[CH:55][C:54]([NH2:57])=[CH:53][CH:52]=1.C(=O)([O-])O.[Na+]. The yield is 0.760. The product is [CH3:49][O:50][C:51]1[CH:56]=[CH:55][C:54]([NH:57][C:22](=[O:24])[CH2:21][O:20][C:19]2[CH:25]=[CH:26][C:16]([O:15][C:6]3[C:5]4[C:10](=[CH:11][C:12]([O:13][CH3:14])=[C:3]([O:2][CH3:1])[CH:4]=4)[N:9]=[CH:8][CH:7]=3)=[CH:17][CH:18]=2)=[CH:53][CH:52]=1. The catalyst is C(Cl)(Cl)Cl.O. (6) The reactants are [CH3:1][C:2]1[CH:7]=[CH:6][CH:5]=[C:4]([CH3:8])[C:3]=1[NH:9][C:10]([CH:12]1[C:20]2[C:15](=[CH:16][CH:17]=[CH:18][CH:19]=2)[C:14](=[O:21])[N:13]1[CH2:22][C:23]1[CH:28]=[CH:27][CH:26]=[CH:25][C:24]=1[O:29][CH3:30])=[O:11].[CH2:31]1COCC1.O(C)S(C(F)(F)F)(=O)=O. No catalyst specified. The product is [CH3:1][C:2]1[CH:7]=[CH:6][CH:5]=[C:4]([CH3:8])[C:3]=1[N:9]([CH3:31])[C:10]([CH:12]1[C:20]2[C:15](=[CH:16][CH:17]=[CH:18][CH:19]=2)[C:14](=[O:21])[N:13]1[CH2:22][C:23]1[CH:28]=[CH:27][CH:26]=[CH:25][C:24]=1[O:29][CH3:30])=[O:11]. The yield is 0.140.